Dataset: Catalyst prediction with 721,799 reactions and 888 catalyst types from USPTO. Task: Predict which catalyst facilitates the given reaction. (1) Reactant: [Cl:1][C:2]1[N:7]2[C:8]([CH2:15][CH:16]3[CH2:21][CH2:20][C:19]([F:23])([F:22])[CH2:18][CH2:17]3)=[C:9]([C:11]([F:14])([F:13])[F:12])[N:10]=[C:6]2[CH:5]=[C:4]([C:24]([NH:26][CH2:27][C:28]2([CH:31]=O)[CH2:30][CH2:29]2)=[O:25])[CH:3]=1.Cl.[NH2:34]O.C(OC(=O)C)(=O)C.C(=O)([O-])O.[Na+]. Product: [Cl:1][C:2]1[N:7]2[C:8]([CH2:15][CH:16]3[CH2:21][CH2:20][C:19]([F:23])([F:22])[CH2:18][CH2:17]3)=[C:9]([C:11]([F:13])([F:14])[F:12])[N:10]=[C:6]2[CH:5]=[C:4]([C:24]([NH:26][CH2:27][C:28]2([C:31]#[N:34])[CH2:29][CH2:30]2)=[O:25])[CH:3]=1. The catalyst class is: 37. (2) Reactant: [CH3:1][N:2]([CH3:19])[C:3](=[O:18])[C@@H:4]([NH:7]C(=O)OCC1C=CC=CC=1)[CH2:5][OH:6]. Product: [CH3:1][N:2]([CH3:19])[C:3](=[O:18])[C@H:4]([CH2:5][OH:6])[NH2:7]. The catalyst class is: 129. (3) Reactant: CN(C)/[CH:3]=[CH:4]/[C:5]1[N:10]=[C:9](/[N:11]=[CH:12]/[N:13]([CH3:15])[CH3:14])[CH:8]=[CH:7][C:6]=1[N+:16]([O-])=O. Product: [CH3:15][N:13]([CH3:14])/[CH:12]=[N:11]/[C:9]1[N:10]=[C:5]2[CH:4]=[CH:3][NH:16][C:6]2=[CH:7][CH:8]=1. The catalyst class is: 50. (4) Reactant: [C:1]([Si:5]([C:39]1[CH:44]=[CH:43][CH:42]=[CH:41][CH:40]=1)([C:33]1[CH:38]=[CH:37][CH:36]=[CH:35][CH:34]=1)[O:6][CH2:7][C:8]([C:11]1[CH:15]=[C:14]([NH:16][C:17](=[O:32])[C:18]([S:21]([CH2:24][CH:25]2[CH2:30][CH2:29][CH:28]([OH:31])[CH2:27][CH2:26]2)(=[O:23])=[O:22])([CH3:20])[CH3:19])[O:13][N:12]=1)([CH3:10])[CH3:9])([CH3:4])([CH3:3])[CH3:2].[Cr](Cl)([O-])(=O)=O.[NH+]1C=CC=CC=1. Product: [C:1]([Si:5]([C:33]1[CH:34]=[CH:35][CH:36]=[CH:37][CH:38]=1)([C:39]1[CH:44]=[CH:43][CH:42]=[CH:41][CH:40]=1)[O:6][CH2:7][C:8]([C:11]1[CH:15]=[C:14]([NH:16][C:17](=[O:32])[C:18]([CH3:20])([S:21]([CH2:24][CH:25]2[CH2:30][CH2:29][C:28](=[O:31])[CH2:27][CH2:26]2)(=[O:23])=[O:22])[CH3:19])[O:13][N:12]=1)([CH3:10])[CH3:9])([CH3:2])([CH3:3])[CH3:4]. The catalyst class is: 343. (5) Reactant: Br[C:2]1[C:3](=[O:21])[CH2:4][CH2:5][C:6]2([CH2:17][CH2:18][CH2:19][CH3:20])[C:14]=1[C:13]1[C:8](=[CH:9][C:10]([O:15][CH3:16])=[CH:11][CH:12]=1)[CH2:7]2.[Cu][C:23]#[N:24]. Product: [CH2:17]([C:6]12[CH2:5][CH2:4][C:3](=[O:21])[C:2]([C:23]#[N:24])=[C:14]1[C:13]1[C:8](=[CH:9][C:10]([O:15][CH3:16])=[CH:11][CH:12]=1)[CH2:7]2)[CH2:18][CH2:19][CH3:20]. The catalyst class is: 60. (6) Reactant: BrCC1C=CC([Cl:9])=C(C(F)(F)F)C=1.[C-]#N.[Na+].[Cl:17][C:18]1[CH:23]=[CH:22][C:21]([CH2:24][C:25]#[N:26])=[CH:20][C:19]=1[C:27]([F:30])([F:29])[F:28]. Product: [ClH:9].[Cl:17][C:18]1[CH:23]=[CH:22][C:21]([CH2:24][CH2:25][NH2:26])=[CH:20][C:19]=1[C:27]([F:28])([F:29])[F:30]. The catalyst class is: 16. (7) Reactant: N(C(OC(C)(C)C)=O)(C)[C@H](C(N[C@H:10]([C:14]([OH:16])=[O:15])[CH:11](C)C)=O)[C@H](CC)C.CC1C=C(C)C(S(N2N=C([N+]([O-])=O)N=C2)(=O)=[O:34])=C(C)C=1.C[C:46]1[NH:47][CH:48]=[CH:49][N:50]=1. Product: [CH:48]1[N:47]=[CH:46][NH:50][C:49]=1[CH2:11][C@H:10]([OH:34])[C:14]([OH:16])=[O:15]. The catalyst class is: 2.